This data is from Full USPTO retrosynthesis dataset with 1.9M reactions from patents (1976-2016). The task is: Predict the reactants needed to synthesize the given product. (1) Given the product [CH2:2]([C:1]1[N:30]([CH2:31][C:32]([CH3:35])([OH:34])[CH3:33])[C:29]2[C:28]3[CH:27]=[CH:26][CH:25]=[CH:24][C:23]=3[N:22]=[CH:21][C:20]=2[N:19]=1)[CH2:3][CH2:4][CH3:5], predict the reactants needed to synthesize it. The reactants are: [C:1](OC)(OC)(OC)[CH2:2][CH2:3][CH2:4][CH3:5].Cl.N1C=CC=CC=1.[NH2:19][C:20]1[CH:21]=[N:22][C:23]2[C:28]([C:29]=1[NH:30][CH2:31][C:32]([CH3:35])([OH:34])[CH3:33])=[CH:27][CH:26]=[CH:25][CH:24]=2. (2) Given the product [C:1]([O:5][C:6](=[O:16])[NH:7][C:8]1[CH:13]=[CH:12][C:11]([Cl:14])=[CH:10][C:9]=1[NH:15][C:22](=[O:21])[CH2:23][C:24](=[O:37])[C:25]1[CH:30]=[CH:29][CH:28]=[C:27]([C:31]2[CH:32]=[CH:33][N:34]=[CH:35][CH:36]=2)[CH:26]=1)([CH3:4])([CH3:2])[CH3:3], predict the reactants needed to synthesize it. The reactants are: [C:1]([O:5][C:6](=[O:16])[NH:7][C:8]1[CH:13]=[CH:12][C:11]([Cl:14])=[CH:10][C:9]=1[NH2:15])([CH3:4])([CH3:3])[CH3:2].C([O:21][C:22](=O)[CH2:23][C:24](=[O:37])[C:25]1[CH:30]=[CH:29][CH:28]=[C:27]([C:31]2[CH:36]=[CH:35][N:34]=[CH:33][CH:32]=2)[CH:26]=1)(C)(C)C.